Dataset: Peptide-MHC class I binding affinity with 185,985 pairs from IEDB/IMGT. Task: Regression. Given a peptide amino acid sequence and an MHC pseudo amino acid sequence, predict their binding affinity value. This is MHC class I binding data. The peptide sequence is FAMRLLQAV. The MHC is HLA-C07:01 with pseudo-sequence HLA-C07:01. The binding affinity (normalized) is 0.377.